From a dataset of Forward reaction prediction with 1.9M reactions from USPTO patents (1976-2016). Predict the product of the given reaction. (1) Given the reactants [NH2:1][C:2]1[C:7]([NH:8][C:9](=O)[C:10]2[CH:15]=[CH:14][CH:13]=[CH:12][C:11]=2[S:16][CH2:17][CH3:18])=[CH:6][C:5]([C:20]([F:23])([F:22])[F:21])=[CH:4][N:3]=1.C(O)(C)(C)C.[H-].[Na+], predict the reaction product. The product is: [CH2:17]([S:16][C:11]1[CH:12]=[CH:13][CH:14]=[CH:15][C:10]=1[C:9]1[NH:1][C:2]2=[N:3][CH:4]=[C:5]([C:20]([F:23])([F:22])[F:21])[CH:6]=[C:7]2[N:8]=1)[CH3:18]. (2) Given the reactants Cl[C:2]1[CH:20]=[CH:19][C:5]([CH2:6][O:7][C:8]2[CH:9]=[C:10]([CH2:14][CH2:15][C:16]([OH:18])=[O:17])[CH:11]=[CH:12][CH:13]=2)=[CH:4][C:3]=1[O:21][C:22]([F:25])([F:24])[F:23].[F:26][C:27]1[CH:32]=[CH:31][C:30]([O:33][CH3:34])=[CH:29][C:28]=1B(O)O, predict the reaction product. The product is: [F:26][C:27]1[CH:32]=[CH:31][C:30]([O:33][CH3:34])=[CH:29][C:28]=1[C:2]1[CH:20]=[CH:19][C:5]([CH2:6][O:7][C:8]2[CH:9]=[C:10]([CH2:14][CH2:15][C:16]([OH:18])=[O:17])[CH:11]=[CH:12][CH:13]=2)=[CH:4][C:3]=1[O:21][C:22]([F:25])([F:24])[F:23].